This data is from Catalyst prediction with 721,799 reactions and 888 catalyst types from USPTO. The task is: Predict which catalyst facilitates the given reaction. (1) Reactant: C1C=CC(P(C2C=CC=CC=2)C2C=CC=CC=2)=CC=1.[OH:20][C:21]1[CH:28]=[CH:27][C:24]([C:25]#[N:26])=[CH:23][N:22]=1.[CH:29]1[CH:34]=[CH:33][C:32]([CH2:35]OC(/N=N/C(O[CH2:35][C:32]2[CH:33]=[CH:34][CH:29]=[CH:30][CH:31]=2)=O)=O)=[CH:31][CH:30]=1.[Cl:51][C:52]1[CH:53]=[C:54]([CH:59]2[CH2:63][NH:62][CH2:61][CH:60]2[CH:64](O)[CH3:65])[CH:55]=[CH:56][C:57]=1[Cl:58]. Product: [CH2:35]([N:62]1[CH2:63][CH:59]([C:54]2[CH:55]=[CH:56][C:57]([Cl:58])=[C:52]([Cl:51])[CH:53]=2)[CH:60]([CH:64]([O:20][C:21]2[CH:28]=[CH:27][C:24]([C:25]#[N:26])=[CH:23][N:22]=2)[CH3:65])[CH2:61]1)[C:32]1[CH:33]=[CH:34][CH:29]=[CH:30][CH:31]=1. The catalyst class is: 1. (2) The catalyst class is: 3. Product: [OH:17][CH2:16][CH2:15][O:14][CH2:13][CH2:12][O:10][C:7]1[CH:8]=[CH:9][C:4]([C:2](=[O:3])[CH3:1])=[CH:5][CH:6]=1. Reactant: [CH3:1][C:2]([C:4]1[CH:5]=[CH:6][C:7]([OH:10])=[CH:8][CH:9]=1)=[O:3].Cl[CH2:12][CH2:13][O:14][CH2:15][CH2:16][OH:17].C([O-])([O-])=O.[K+].[K+].O. (3) Reactant: C([O:3][C:4](=O)[CH2:5][CH2:6][C@H:7]1[CH2:12][CH2:11][C@H:10]([N:13]([C:15]([O:17][C:18]([CH3:21])([CH3:20])[CH3:19])=[O:16])[CH3:14])[CH2:9][CH2:8]1)C.[Li+].[BH4-].Cl. Product: [C:18]([O:17][C:15](=[O:16])[N:13]([C@H:10]1[CH2:9][CH2:8][C@H:7]([CH2:6][CH2:5][CH2:4][OH:3])[CH2:12][CH2:11]1)[CH3:14])([CH3:19])([CH3:21])[CH3:20]. The catalyst class is: 1. (4) Reactant: [OH-].[Na+].[CH3:3][N:4]1[C:8]2[CH:9]=[C:10]([C:13]([O:15]C)=[O:14])[CH:11]=[CH:12][C:7]=2[NH:6][C:5]1=[O:17]. Product: [CH3:3][N:4]1[C:8]2[CH:9]=[C:10]([C:13]([OH:15])=[O:14])[CH:11]=[CH:12][C:7]=2[NH:6][C:5]1=[O:17]. The catalyst class is: 5. (5) The catalyst class is: 84. Product: [Cl:47][C:41]1[CH:40]=[CH:39][C:38]([C:7]2[CH:8]=[CH:9][C:10]3[O:14][C:13]([C:15]4[CH:20]=[CH:19][C:18]([F:21])=[CH:17][CH:16]=4)=[C:12]([C:22](=[O:25])[NH:23][CH3:24])[C:11]=3[CH:26]=2)=[CH:46][C:42]=1[C:43]([OH:45])=[O:44]. Reactant: FC(F)(F)S(O[C:7]1[CH:8]=[CH:9][C:10]2[O:14][C:13]([C:15]3[CH:20]=[CH:19][C:18]([F:21])=[CH:17][CH:16]=3)=[C:12]([C:22](=[O:25])[NH:23][CH3:24])[C:11]=2[CH:26]=1)(=O)=O.O1CCOCC1.B([C:38]1[CH:39]=[CH:40][C:41]([Cl:47])=[C:42]([CH:46]=1)[C:43]([OH:45])=[O:44])(O)O.C(=O)([O-])[O-].[Cs+].[Cs+]. (6) Reactant: [N:1]([CH2:4][CH3:5])=[C:2]=[O:3].[Br:6][C:7]1[CH:12]=[CH:11][N:10]=[C:9]([NH2:13])[CH:8]=1. Product: [Br:6][C:7]1[CH:12]=[CH:11][N:10]=[C:9]([NH:13][C:2]([NH:1][CH2:4][CH3:5])=[O:3])[CH:8]=1. The catalyst class is: 22. (7) Reactant: [CH2:1]([O:3][C:4]([C@H:6]1[CH2:8][C@@H:7]1[C:9]1[CH:14]=[CH:13][C:12]([O:15][C@H:16]2[C:24]3[C:19](=[C:20]([C:29]4[CH:34]=[CH:33][C:32]([OH:35])=[CH:31][CH:30]=4)[C:21]([C:25]([F:28])([F:27])[F:26])=[CH:22][CH:23]=3)[CH2:18][CH2:17]2)=[CH:11][CH:10]=1)=[O:5])[CH3:2].[O:36]1[C:38]2([CH2:43][CH2:42][O:41][CH2:40][CH2:39]2)[CH2:37]1.C(=O)([O-])[O-].[Cs+].[Cs+].Cl. Product: [CH2:1]([O:3][C:4]([C@H:6]1[CH2:8][C@@H:7]1[C:9]1[CH:10]=[CH:11][C:12]([O:15][C@H:16]2[C:24]3[C:19](=[C:20]([C:29]4[CH:34]=[CH:33][C:32]([O:35][CH2:37][C:38]5([OH:36])[CH2:43][CH2:42][O:41][CH2:40][CH2:39]5)=[CH:31][CH:30]=4)[C:21]([C:25]([F:26])([F:27])[F:28])=[CH:22][CH:23]=3)[CH2:18][CH2:17]2)=[CH:13][CH:14]=1)=[O:5])[CH3:2]. The catalyst class is: 35.